Dataset: Forward reaction prediction with 1.9M reactions from USPTO patents (1976-2016). Task: Predict the product of the given reaction. (1) Given the reactants [Cl:1]C(OC(Cl)C)=O.C([N:21]1[CH2:24][CH:23]([O:25][CH2:26]/[C:27](/[CH3:30])=[CH:28]/[CH3:29])[CH2:22]1)(C1C=CC=CC=1)C1C=CC=CC=1.C(O)C, predict the reaction product. The product is: [ClH:1].[CH3:30]/[C:27](=[CH:28]\[CH3:29])/[CH2:26][O:25][CH:23]1[CH2:24][NH:21][CH2:22]1. (2) Given the reactants C([O:3][C:4](=[O:23])[C:5]([O:15][C:16]1[CH:21]=[CH:20][C:19]([F:22])=[CH:18][CH:17]=1)([CH3:14])[CH2:6][C:7]1[CH:12]=[CH:11][C:10]([OH:13])=[CH:9][CH:8]=1)C.[CH3:24][C:25]1[O:29][C:28]([C:30]2([CH3:36])[CH2:35][CH2:34][CH2:33][CH2:32][CH2:31]2)=[N:27][C:26]=1[CH2:37][CH2:38]OS(C1C=CC(C)=CC=1)(=O)=O, predict the reaction product. The product is: [F:22][C:19]1[CH:18]=[CH:17][C:16]([O:15][C:5]([CH3:14])([CH2:6][C:7]2[CH:8]=[CH:9][C:10]([O:13][CH2:38][CH2:37][C:26]3[N:27]=[C:28]([C:30]4([CH3:36])[CH2:35][CH2:34][CH2:33][CH2:32][CH2:31]4)[O:29][C:25]=3[CH3:24])=[CH:11][CH:12]=2)[C:4]([OH:3])=[O:23])=[CH:21][CH:20]=1. (3) Given the reactants [Br:1][C:2]1[S:6][C:5]([C:7]([O:9][CH2:10][CH3:11])=[O:8])=[CH:4][CH:3]=1.[N+:12]([O-])([OH:14])=[O:13], predict the reaction product. The product is: [Br:1][C:2]1[S:6][C:5]([C:7]([O:9][CH2:10][CH3:11])=[O:8])=[CH:4][C:3]=1[N+:12]([O-:14])=[O:13]. (4) Given the reactants [CH3:1][O:2][C:3]1[C:4](=[O:25])[C:5]([CH3:24])=[C:6]([CH2:12][C:13]2[CH:18]=[CH:17][C:16]([CH2:19][CH2:20][C:21](O)=[O:22])=[CH:15][CH:14]=2)[C:7](=[O:11])[C:8]=1[O:9][CH3:10].[CH2:26]([NH2:33])[C:27]1[CH:32]=[CH:31][CH:30]=[CH:29][CH:28]=1, predict the reaction product. The product is: [CH3:1][O:2][C:3]1[C:4](=[O:25])[C:5]([CH3:24])=[C:6]([CH2:12][C:13]2[CH:14]=[CH:15][C:16]([CH2:19][CH2:20][C:21]([NH:33][CH2:26][C:27]3[CH:32]=[CH:31][CH:30]=[CH:29][CH:28]=3)=[O:22])=[CH:17][CH:18]=2)[C:7](=[O:11])[C:8]=1[O:9][CH3:10]. (5) Given the reactants C(N(CC)CC)C.[NH2:8][CH2:9][C:10]1[CH:15]=[CH:14][C:13]([N:16]([CH3:27])[C:17]2[N:22]=[CH:21][C:20]3[N:23]=[CH:24][N:25]([CH3:26])[C:19]=3[CH:18]=2)=[C:12]([F:28])[CH:11]=1.[CH3:29][S:30](Cl)(=[O:32])=[O:31], predict the reaction product. The product is: [F:28][C:12]1[CH:11]=[C:10]([CH:15]=[CH:14][C:13]=1[N:16]([CH3:27])[C:17]1[N:22]=[CH:21][C:20]2[N:23]=[CH:24][N:25]([CH3:26])[C:19]=2[CH:18]=1)[CH2:9][NH:8][S:30]([CH3:29])(=[O:32])=[O:31]. (6) Given the reactants [F:1][C:2]1[CH:9]=[C:8]([C:10]2[CH:15]=[CH:14][N:13]=[C:12]3[NH:16][C:17]([C:19]4[CH:20]=[N:21][N:22]([CH3:24])[CH:23]=4)=[N:18][C:11]=23)[CH:7]=[CH:6][C:3]=1[CH2:4][NH2:5].[F:25][C:26]([F:38])([F:37])[O:27][C:28]1[CH:36]=[CH:35][C:31]([C:32](Cl)=[O:33])=[CH:30][CH:29]=1, predict the reaction product. The product is: [F:1][C:2]1[CH:9]=[C:8]([C:10]2[CH:15]=[CH:14][N:13]=[C:12]3[NH:16][C:17]([C:19]4[CH:20]=[N:21][N:22]([CH3:24])[CH:23]=4)=[N:18][C:11]=23)[CH:7]=[CH:6][C:3]=1[CH2:4][NH:5][C:32](=[O:33])[C:31]1[CH:35]=[CH:36][C:28]([O:27][C:26]([F:25])([F:37])[F:38])=[CH:29][CH:30]=1. (7) Given the reactants Cl[C:2]1[CH:7]=[C:6]([S:8][C:9]2[C:18]3[C:13](=[CH:14][CH:15]=[CH:16][CH:17]=3)[C:12]([NH2:19])=[CH:11][CH:10]=2)[CH:5]=[CH:4][N:3]=1.[CH3:20][O:21][C:22]1[CH:27]=[C:26]([O:28][CH3:29])[CH:25]=[CH:24][C:23]=1[CH2:30][NH2:31], predict the reaction product. The product is: [NH2:19][C:12]1[C:13]2[C:18](=[CH:17][CH:16]=[CH:15][CH:14]=2)[C:9]([S:8][C:6]2[CH:5]=[CH:4][N:3]=[C:2]([NH:31][CH2:30][C:23]3[CH:24]=[CH:25][C:26]([O:28][CH3:29])=[CH:27][C:22]=3[O:21][CH3:20])[CH:7]=2)=[CH:10][CH:11]=1. (8) Given the reactants [N:1]1([C:6]2[CH:7]=[C:8]([CH:32]=[CH:33][CH:34]=2)[CH2:9][CH2:10][N:11]2[CH2:15][CH2:14][CH2:13][C@@H:12]2CN2C3C=CC=CC=3COC3C=CC=CC2=3)[CH2:5][CH2:4][CH2:3][CH2:2]1.Cl.N1CC[C@H]([OH:41])C1.C(=O)([O-])[O-].[K+].[K+], predict the reaction product. The product is: [OH:41][C@H:13]1[CH2:14][CH2:15][N:11]([CH2:10][CH2:9][C:8]2[CH:32]=[CH:33][CH:34]=[C:6]([N:1]3[CH2:5][CH2:4][CH2:3][CH2:2]3)[CH:7]=2)[CH2:12]1.